Predict the reactants needed to synthesize the given product. From a dataset of Full USPTO retrosynthesis dataset with 1.9M reactions from patents (1976-2016). (1) Given the product [ClH:38].[F:37][C:2]([F:1])([F:36])[O:3][C:4]1[CH:5]=[C:6]([S:10]([C:13]2[CH:14]=[C:15]3[C:19](=[CH:20][CH:21]=2)[N:18]([CH3:22])[C:17]2[CH2:23][CH:24]4[NH:28][CH:27]([C:16]3=2)[CH2:26][CH2:25]4)(=[O:12])=[O:11])[CH:7]=[CH:8][CH:9]=1, predict the reactants needed to synthesize it. The reactants are: [F:1][C:2]([F:37])([F:36])[O:3][C:4]1[CH:5]=[C:6]([S:10]([C:13]2[CH:21]=[CH:20][C:19]3[N:18]([CH3:22])[C:17]4[CH2:23][CH:24]5[NH:28][CH:27]([C:16]=4[C:15]=3[C:14]=2C(OC(C)(C)C)=O)[CH2:26][CH2:25]5)(=[O:12])=[O:11])[CH:7]=[CH:8][CH:9]=1.[ClH:38]. (2) Given the product [CH3:1][O:2][C:3]([C@@H:5]1[CH2:9][C@H:8]([CH2:10][CH:11]=[CH2:12])[CH2:7][N:6]1[C:14]([O:16][C:17]([CH3:20])([CH3:19])[CH3:18])=[O:15])=[O:4], predict the reactants needed to synthesize it. The reactants are: [CH3:1][O:2][C:3]([C@@H:5]1[CH2:9][C@H:8]([CH2:10][CH:11]=[CH2:12])[C:7](=O)[N:6]1[C:14]([O:16][C:17]([CH3:20])([CH3:19])[CH3:18])=[O:15])=[O:4].C(=O)(O)[O-].[Na+].O.OO. (3) Given the product [NH2:1][C:2]1[C:7]2[C:8]([C:11]3[CH:16]=[CH:15][C:14]([NH:17][C:18]([C:20]4[N:21]([CH3:29])[C:22]5[C:27]([CH:28]=4)=[CH:26][CH:25]=[CH:24][CH:23]=5)=[O:19])=[C:13]([O:30][CH3:31])[CH:12]=3)=[CH:9][S:10][C:6]=2[C:5]([C:32]([NH:43][CH2:36][CH2:35][N:37]([CH3:40])[CH3:38])=[O:34])=[CH:4][N:3]=1, predict the reactants needed to synthesize it. The reactants are: [NH2:1][C:2]1[C:7]2[C:8]([C:11]3[CH:16]=[CH:15][C:14]([NH:17][C:18]([C:20]4[N:21]([CH3:29])[C:22]5[C:27]([CH:28]=4)=[CH:26][CH:25]=[CH:24][CH:23]=5)=[O:19])=[C:13]([O:30][CH3:31])[CH:12]=3)=[CH:9][S:10][C:6]=2[C:5]([C:32]([OH:34])=O)=[CH:4][N:3]=1.[CH2:35]([N:37]([CH2:40]C)[CH2:38]C)[CH3:36].C[N:43](C)C=O. (4) Given the product [Cl:1][C:2]1[CH:7]=[CH:6][C:5]2[N:8]([CH2:18][C:19]3[CH:24]=[CH:23][C:22]([O:25][CH3:26])=[CH:21][C:20]=3[O:27][CH3:28])[C:9](=[O:17])[C@@H:10]([CH2:11][C:12]([O:14][CH2:15][CH3:16])=[O:13])[O:30][C@H:29]([C:31]3[CH:36]=[CH:35][CH:34]=[C:33]([O:37][CH:38]([F:39])[F:40])[C:32]=3[Cl:41])[C:4]=2[CH:3]=1, predict the reactants needed to synthesize it. The reactants are: [Cl:1][C:2]1[CH:7]=[CH:6][C:5]([N:8]([CH2:18][C:19]2[CH:24]=[CH:23][C:22]([O:25][CH3:26])=[CH:21][C:20]=2[O:27][CH3:28])[C:9](=[O:17])/[CH:10]=[CH:11]/[C:12]([O:14][CH2:15][CH3:16])=[O:13])=[C:4]([CH:29]([C:31]2[CH:36]=[CH:35][CH:34]=[C:33]([O:37][CH:38]([F:40])[F:39])[C:32]=2[Cl:41])[OH:30])[CH:3]=1.N12CCCN=C1CCCCC2. (5) Given the product [Cl:1][C:2]1[CH:3]=[CH:4][C:5]2[NH:16][C:11](=[O:12])[CH2:10][CH2:9][NH:8][C:6]=2[N:7]=1, predict the reactants needed to synthesize it. The reactants are: [Cl:1][C:2]1[N:7]=[C:6]([NH:8][CH2:9][CH2:10][C:11](OCC)=[O:12])[C:5]([N+:16]([O-])=O)=[CH:4][CH:3]=1. (6) Given the product [CH2:45]([N:8]([CH2:1][C:2]1[CH:3]=[CH:4][CH:5]=[CH:6][CH:7]=1)[CH:9]1[CH2:13][CH:12]([C:14](=[O:43])[CH2:15][NH:16][C:24]2[N:25]=[C:26]3[CH:32]=[CH:31][N:30]([S:33]([C:36]4[CH:37]=[CH:38][C:39]([CH3:40])=[CH:41][CH:42]=4)(=[O:35])=[O:34])[C:27]3=[N:28][CH:29]=2)[CH:11]([CH3:44])[CH2:10]1)[C:46]1[CH:51]=[CH:50][CH:49]=[CH:48][CH:47]=1, predict the reactants needed to synthesize it. The reactants are: [CH2:1]([N:8]([CH2:45][C:46]1[CH:51]=[CH:50][CH:49]=[CH:48][CH:47]=1)[CH:9]1[CH2:13][CH:12]([C:14](=[O:43])[CH2:15][N:16]([C:24]2[N:25]=[C:26]3[CH:32]=[CH:31][N:30]([S:33]([C:36]4[CH:42]=[CH:41][C:39]([CH3:40])=[CH:38][CH:37]=4)(=[O:35])=[O:34])[C:27]3=[N:28][CH:29]=2)C(=O)OC(C)(C)C)[CH:11]([CH3:44])[CH2:10]1)[C:2]1[CH:7]=[CH:6][CH:5]=[CH:4][CH:3]=1.